This data is from Catalyst prediction with 721,799 reactions and 888 catalyst types from USPTO. The task is: Predict which catalyst facilitates the given reaction. (1) Reactant: Cl[C:2]1[C:15]2[C:14](=[O:16])[N:13]([C:17]3[CH:18]=[C:19]([C:23]4[O:27][C:26](=[O:28])[N:25]([CH3:29])[N:24]=4)[CH:20]=[CH:21][CH:22]=3)[CH2:12][C@H:11]3[N:7]([CH2:8][CH2:9][CH2:10]3)[C:6]=2[N:5]=[C:4]([S:30][CH3:31])[N:3]=1.[CH3:32][NH2:33].C1COCC1. Product: [CH3:32][NH:33][C:2]1[C:15]2[C:14](=[O:16])[N:13]([C:17]3[CH:18]=[C:19]([C:23]4[O:27][C:26](=[O:28])[N:25]([CH3:29])[N:24]=4)[CH:20]=[CH:21][CH:22]=3)[CH2:12][C@H:11]3[N:7]([CH2:8][CH2:9][CH2:10]3)[C:6]=2[N:5]=[C:4]([S:30][CH3:31])[N:3]=1. The catalyst class is: 1. (2) Reactant: [CH2:1]([O:8][C@H:9]1[C@H:15]([O:16][CH2:17][C:18]2[CH:23]=[CH:22][CH:21]=[CH:20][CH:19]=2)[C@@H:14]([O:24][CH2:25][C:26]2[CH:31]=[CH:30][CH:29]=[CH:28][CH:27]=2)[C@:13]2([C:33]3[CH:38]=[CH:37][C:36]([Cl:39])=[C:35]([CH2:40][C:41]4[CH:46]=[CH:45][C:44]([O:47][CH2:48][CH3:49])=[CH:43][CH:42]=4)[CH:34]=3)[O:32][C@:10]1([CH:50]1[CH2:52][O:51]1)[CH2:11][O:12]2)[C:2]1[CH:7]=[CH:6][CH:5]=[CH:4][CH:3]=1.[CH3:53][NH2:54]. Product: [CH3:53][NH:54][CH2:52][CH:50]([C@:10]12[O:32][C@:13]([C:33]3[CH:38]=[CH:37][C:36]([Cl:39])=[C:35]([CH2:40][C:41]4[CH:42]=[CH:43][C:44]([O:47][CH2:48][CH3:49])=[CH:45][CH:46]=4)[CH:34]=3)([O:12][CH2:11]1)[C@H:14]([O:24][CH2:25][C:26]1[CH:31]=[CH:30][CH:29]=[CH:28][CH:27]=1)[C@@H:15]([O:16][CH2:17][C:18]1[CH:19]=[CH:20][CH:21]=[CH:22][CH:23]=1)[C@@H:9]2[O:8][CH2:1][C:2]1[CH:7]=[CH:6][CH:5]=[CH:4][CH:3]=1)[OH:51]. The catalyst class is: 111.